Dataset: Catalyst prediction with 721,799 reactions and 888 catalyst types from USPTO. Task: Predict which catalyst facilitates the given reaction. (1) Reactant: [C:1]([NH2:9])(=[O:8])[C:2]1[CH:7]=[CH:6][CH:5]=[N:4][CH:3]=1.[Cl:10][CH2:11][C:12]1[CH:17]=[CH:16][C:15]([O:18][CH3:19])=[CH:14][CH:13]=1. Product: [Cl-:10].[C:1]([C:2]1[CH:3]=[N+:4]([CH2:11][C:12]2[CH:17]=[CH:16][C:15]([O:18][CH3:19])=[CH:14][CH:13]=2)[CH:5]=[CH:6][CH:7]=1)(=[O:8])[NH2:9]. The catalyst class is: 10. (2) Reactant: [NH2:1][CH2:2][CH2:3][C:4]([OH:6])=[O:5].[F:7][C:8]([F:23])([F:22])[C:9]1[CH:10]=[C:11]([CH:15]=[C:16]([C:18]([F:21])([F:20])[F:19])[CH:17]=1)[C:12](Cl)=[O:13]. Product: [F:7][C:8]([F:22])([F:23])[C:9]1[CH:10]=[C:11]([CH:15]=[C:16]([C:18]([F:21])([F:19])[F:20])[CH:17]=1)[C:12]([NH:1][CH2:2][CH2:3][C:4]([OH:6])=[O:5])=[O:13]. The catalyst class is: 74.